From a dataset of Forward reaction prediction with 1.9M reactions from USPTO patents (1976-2016). Predict the product of the given reaction. (1) The product is: [N:14]1[CH:15]=[CH:16][CH:17]=[C:12]([N:7]2[CH2:8][CH2:9][C:4]3[CH:3]=[CH:2][S:1][C:5]=3[C:6]2=[O:10])[CH:13]=1. Given the reactants [S:1]1[C:5]2[C:6](=[O:10])[NH:7][CH2:8][CH2:9][C:4]=2[CH:3]=[CH:2]1.Br[C:12]1[CH:13]=[N:14][CH:15]=[CH:16][CH:17]=1.P([O-])([O-])([O-])=O.[K+].[K+].[K+], predict the reaction product. (2) Given the reactants [C:1]1([S:7]([N:10]2[C:14]3=[N:15][CH:16]=[C:17]([N+:20]([O-:22])=[O:21])[C:18](Cl)=[C:13]3[CH:12]=[CH:11]2)(=[O:9])=[O:8])[CH:6]=[CH:5][CH:4]=[CH:3][CH:2]=1.FC(F)(F)C(O)=O.[NH2:30][C@H:31]1[CH2:36][CH2:35][C@H:34]([CH2:37][CH2:38][C:39]#[N:40])[CH2:33][CH2:32]1.C(N(C(C)C)CC)(C)C, predict the reaction product. The product is: [C:1]1([S:7]([N:10]2[C:14]3=[N:15][CH:16]=[C:17]([N+:20]([O-:22])=[O:21])[C:18]([NH:30][C@H:31]4[CH2:36][CH2:35][C@H:34]([CH2:37][CH2:38][C:39]#[N:40])[CH2:33][CH2:32]4)=[C:13]3[CH:12]=[CH:11]2)(=[O:9])=[O:8])[CH:6]=[CH:5][CH:4]=[CH:3][CH:2]=1. (3) Given the reactants [Cl:1][C:2]1[CH:9]=[CH:8][C:5]([CH2:6][NH2:7])=[CH:4][CH:3]=1.O=[C:11]([CH3:21])[CH2:12][CH:13]1[CH2:19][CH2:18][CH2:17][CH2:16][CH2:15][C:14]1=O, predict the reaction product. The product is: [Cl:1][C:2]1[CH:9]=[CH:8][C:5]([CH2:6][N:7]2[C:11]([CH3:21])=[CH:12][C:13]3[CH2:19][CH2:18][CH2:17][CH2:16][CH2:15][C:14]2=3)=[CH:4][CH:3]=1. (4) The product is: [Cl:22][C:23]1[S:27][C:26]([S:28]([NH:31][C:32]([N:5]2[CH2:6][C@@H:1]3[CH2:7][C@H:4]2[CH2:3][N:2]3[C:8]2[C:18]([C:19]#[N:20])=[CH:17][C:11]([C:12]([O:14][CH2:15][CH3:16])=[O:13])=[C:10]([CH3:21])[N:9]=2)=[O:33])(=[O:30])=[O:29])=[CH:25][CH:24]=1. Given the reactants [C@H:1]12[CH2:7][C@H:4]([NH:5][CH2:6]1)[CH2:3][N:2]2[C:8]1[C:18]([C:19]#[N:20])=[CH:17][C:11]([C:12]([O:14][CH2:15][CH3:16])=[O:13])=[C:10]([CH3:21])[N:9]=1.[Cl:22][C:23]1[S:27][C:26]([S:28]([NH:31][C:32](=O)[O:33]CC(Cl)(Cl)Cl)(=[O:30])=[O:29])=[CH:25][CH:24]=1.CCN(C(C)C)C(C)C, predict the reaction product. (5) Given the reactants [CH2:1]([C:5]([C:21]1[CH:26]=[CH:25][C:24](/[CH:27]=[CH:28]/[C:29]([O:31]CC)=[O:30])=[CH:23][CH:22]=1)=[C:6]([C:14]1[CH:19]=[CH:18][C:17]([OH:20])=[CH:16][CH:15]=1)[C:7]1[CH:12]=[CH:11][C:10]([OH:13])=[CH:9][CH:8]=1)[CH2:2][CH2:3][CH3:4].[OH-].[Na+], predict the reaction product. The product is: [CH2:1]([C:5]([C:21]1[CH:22]=[CH:23][C:24](/[CH:27]=[CH:28]/[C:29]([OH:31])=[O:30])=[CH:25][CH:26]=1)=[C:6]([C:7]1[CH:12]=[CH:11][C:10]([OH:13])=[CH:9][CH:8]=1)[C:14]1[CH:15]=[CH:16][C:17]([OH:20])=[CH:18][CH:19]=1)[CH2:2][CH2:3][CH3:4]. (6) Given the reactants [H-].[Na+].[Cl:3][C:4]1[CH:9]=[CH:8][C:7]([CH2:10][C:11]#[N:12])=[CH:6][C:5]=1[F:13].C1OCCOCCOCCOCCOC1.[Na+].[I-].Cl[CH2:32][CH2:33][N:34]([CH2:42][CH2:43]Cl)[C:35](=[O:41])[O:36][C:37]([CH3:40])([CH3:39])[CH3:38], predict the reaction product. The product is: [Cl:3][C:4]1[CH:9]=[CH:8][C:7]([C:10]2([C:11]#[N:12])[CH2:43][CH2:42][N:34]([C:35]([O:36][C:37]([CH3:39])([CH3:38])[CH3:40])=[O:41])[CH2:33][CH2:32]2)=[CH:6][C:5]=1[F:13]. (7) Given the reactants [CH3:1][O:2][C:3]1[CH:12]=[C:11]2[C:6]([CH2:7][CH2:8][C:9]([C:13]([O:15][CH2:16][CH3:17])=[O:14])=[CH:10]2)=[CH:5][CH:4]=1, predict the reaction product. The product is: [CH3:1][O:2][C:3]1[CH:12]=[C:11]2[C:6]([CH2:7][CH2:8][CH:9]([C:13]([O:15][CH2:16][CH3:17])=[O:14])[CH2:10]2)=[CH:5][CH:4]=1. (8) Given the reactants C(N(CC)CC)C.Cl.[N:9]1[CH:14]=[CH:13][CH:12]=[CH:11][C:10]=1[C:15](Cl)=[O:16].[Br:18][C:19]1[CH:25]=[CH:24][C:22]([NH2:23])=[CH:21][C:20]=1[F:26], predict the reaction product. The product is: [Br:18][C:19]1[CH:25]=[CH:24][C:22]([NH:23][C:15]([C:10]2[CH:11]=[CH:12][CH:13]=[CH:14][N:9]=2)=[O:16])=[CH:21][C:20]=1[F:26]. (9) Given the reactants [C:1]([C:5]1[CH:6]=[C:7]([S:11](Cl)(=[O:13])=[O:12])[CH:8]=[CH:9][CH:10]=1)([CH3:4])([CH3:3])[CH3:2].[I:15][C:16]1[C:21]([NH2:22])=[CH:20][CH:19]=[C:18]([C:23]([F:26])([F:25])[F:24])[N:17]=1, predict the reaction product. The product is: [CH3:2][C:1]([C:5]1[CH:6]=[C:7]([S:11]([NH:22][C:21]2[C:16]([I:15])=[N:17][C:18]([C:23]([F:25])([F:24])[F:26])=[CH:19][CH:20]=2)(=[O:13])=[O:12])[CH:8]=[CH:9][CH:10]=1)([CH3:4])[CH3:3]. (10) The product is: [C:26]([O:25][C:23]([NH:22][CH2:21][CH2:20][C:16]1[CH:15]=[C:14]2[C:19]([C:2]3[CH:11]=[CH:10][C:5]([C:6]([O:8][CH3:9])=[O:7])=[CH:4][C:3]=3[CH2:12][O:13]2)=[CH:18][CH:17]=1)=[O:24])([CH3:29])([CH3:28])[CH3:27]. Given the reactants Br[C:2]1[CH:11]=[CH:10][C:5]([C:6]([O:8][CH3:9])=[O:7])=[CH:4][C:3]=1[CH2:12][O:13][C:14]1[CH:19]=[CH:18][CH:17]=[C:16]([CH2:20][CH2:21][NH:22][C:23]([O:25][C:26]([CH3:29])([CH3:28])[CH3:27])=[O:24])[CH:15]=1.C([O-])(=O)C.[Na+], predict the reaction product.